From a dataset of Forward reaction prediction with 1.9M reactions from USPTO patents (1976-2016). Predict the product of the given reaction. (1) Given the reactants C(OC(=O)[NH:7][C:8]1[CH:13]=[C:12]([N:14]([CH2:16][CH:17]([CH3:19])[CH3:18])[CH3:15])C(C(F)(F)F)=[CH:10][C:9]=1[NH:24][C:25](=[O:40])[CH2:26][C:27](=O)[C:28]1[CH:33]=[CH:32][CH:31]=[C:30]([N:34]2[CH:38]=[CH:37][N:36]=[N:35]2)[CH:29]=1)(C)(C)C.[C:42](O)([C:44]([F:47])([F:46])[F:45])=O, predict the reaction product. The product is: [CH2:16]([N:14]([CH3:15])[C:12]1[C:42]([C:44]([F:47])([F:46])[F:45])=[CH:10][C:9]2[NH:24][C:25](=[O:40])[CH2:26][C:27]([C:28]3[CH:33]=[CH:32][CH:31]=[C:30]([N:34]4[CH:38]=[CH:37][N:36]=[N:35]4)[CH:29]=3)=[N:7][C:8]=2[CH:13]=1)[CH:17]([CH3:19])[CH3:18]. (2) Given the reactants ClC1C=C(NC2C3C(=C(C4C=CN=C(C)C=4)N=CC=3)[O:12][C:11]=2N)C=CC=1F.BrC1C(O)=CC=CN=1.C(Cl)OC.CC([O-])(C)C.[K+].[Br:45][C:46]1[C:51]([O:52][CH2:53][O:54][CH3:55])=[CH:50][CH:49]=[CH:48][N:47]=1.C(OC=O)C.[Li+].CC([N-]C(C)C)C, predict the reaction product. The product is: [Br:45][C:46]1[C:51]([O:52][CH2:53][O:54][CH3:55])=[C:50]([CH:49]=[CH:48][N:47]=1)[CH:11]=[O:12]. (3) The product is: [C:26]([N:33]1[CH2:40][CH2:39][CH2:38][C@H:34]1[C:35](=[O:36])[CH:19]=[N+:17]=[N-:18])([O:28][C:29]([CH3:32])([CH3:31])[CH3:30])=[O:27]. Given the reactants [OH-].[K+].CN(N=O)S(C1C=CC(C)=CC=1)(=O)=O.[N+:17](=[CH2:19])=[N-:18].ClC(OCC)=O.[C:26]([N:33]1[CH2:40][CH2:39][CH2:38][C@H:34]1[C:35](O)=[O:36])([O:28][C:29]([CH3:32])([CH3:31])[CH3:30])=[O:27].C(N(CC)CC)C, predict the reaction product. (4) Given the reactants [N:1]1([C:7]([O:9][C:10]([CH3:13])(C)C)=[O:8])[CH2:6][CH2:5][NH:4][CH2:3][CH2:2]1.[Br:14][C:15]1[CH:16]=[N:17][C:18](Cl)=[N:19][CH:20]=1.[CH3:22][CH:23](O)C.CCN(C(C)C)C(C)C, predict the reaction product. The product is: [Br:14][C:15]1[CH:16]=[N:17][C:18]([N:4]2[CH2:3][CH2:2][N:1]([C:7]([O:9][CH2:10][CH2:13][CH2:22][CH3:23])=[O:8])[CH2:6][CH2:5]2)=[N:19][CH:20]=1. (5) Given the reactants [CH3:1][C@@:2]12[C@@H:10]([OH:11])[C@H:9]([OH:12])[C@H:8]([OH:13])[C@H:7]1[C@@H:6]1[CH2:14][CH2:15][C:16]3[CH:21]=[C:20]([OH:22])[CH:19]=[CH:18][C:17]=3[C@H:5]1[CH2:4][CH2:3]2.C([O-])([O-])=O.[K+].[K+], predict the reaction product. The product is: [CH3:1][C@@:2]12[C@@H:10]([OH:11])[C@H:9]([OH:12])[C@H:8]([OH:13])[C@H:7]1[C@@H:6]1[CH2:14][CH2:15][C:16]3[CH:21]=[C:20]([OH:22])[CH:19]=[CH:18][C:17]=3[C@H:5]1[CH2:4][CH2:3]2.[CH3:1][C@@:2]12[C:10](=[O:11])[CH2:9][CH2:8][C@H:7]1[C@H:6]1[C@@H:5]([C:17]3[CH:18]=[CH:19][C:20]([OH:22])=[CH:21][C:16]=3[CH2:15][CH2:14]1)[CH2:4][CH2:3]2. (6) The product is: [F:26][C:23]1[CH:24]=[CH:25][C:20]([C:18]2[N:27]=[C:28]([C@@H:30]3[CH2:35][N:34]([C:36]([O:38][C:39]([CH3:42])([CH3:41])[CH3:40])=[O:37])[C@H:33]([CH3:43])[CH2:32][CH2:31]3)[O:16][CH:17]=2)=[N:21][CH:22]=1. Given the reactants [N+](C1C=C([N+]([O-])=O)C=CC=1S([O:16][CH2:17][C:18]([C:20]1[CH:25]=[CH:24][C:23]([F:26])=[CH:22][N:21]=1)=O)(=O)=O)([O-])=O.[NH2:27][C:28]([CH:30]1[CH2:35][N:34]([C:36]([O:38][C:39]([CH3:42])([CH3:41])[CH3:40])=[O:37])[CH:33]([CH3:43])[CH2:32][CH2:31]1)=O, predict the reaction product. (7) Given the reactants [Cl:1][C:2]1[C:7](C(C2C=CC=CC=2)=O)=[CH:6][CH:5]=[CH:4][C:3]=1[NH:16][C:17]1[S:18]/[C:19](=[CH:23]\[C:24]2[CH:25]=[C:26]3[C:31](=[CH:32][CH:33]=2)[N:30]=[CH:29][CH:28]=[N:27]3)/[C:20](=[O:22])[N:21]=1.NC1C(Cl)=C([NH:41][C:42](=[O:49])[C:43]2[CH:48]=[CH:47][CH:46]=[CH:45][CH:44]=2)C=CC=1.CSC1S/C(=C\C2C=C3C(=CC=2)N=CC=N3)/C(=O)N=1.CO, predict the reaction product. The product is: [Cl:1][C:2]1[C:3]([NH:16][C:17]2[S:18]/[C:19](=[CH:23]\[C:24]3[CH:25]=[C:26]4[C:31](=[CH:32][CH:33]=3)[N:30]=[CH:29][CH:28]=[N:27]4)/[C:20](=[O:22])[N:21]=2)=[CH:4][CH:5]=[CH:6][C:7]=1[NH:41][C:42](=[O:49])[C:43]1[CH:48]=[CH:47][CH:46]=[CH:45][CH:44]=1. (8) Given the reactants [CH:1]([N:4]1[C:28](=[O:29])[C:27]2[N:12]3[CH2:13][CH2:14][C:15]4[CH:16]=[C:17]([O:25][CH3:26])[C:18]([O:21][CH:22]([CH3:24])[CH3:23])=[CH:19][C:20]=4[C:11]3=[C:10]([C:30]3[S:31][CH:32]=[CH:33][CH:34]=3)[C:9]=2[CH2:8][NH:7][CH2:6][CH2:5]1)([CH3:3])[CH3:2].[C:35](O[C:35](=[O:38])[CH2:36][CH3:37])(=[O:38])[CH2:36][CH3:37], predict the reaction product. The product is: [C:35]([N:7]1[CH2:8][C:9]2[C:10]([C:30]3[S:31][CH:32]=[CH:33][CH:34]=3)=[C:11]3[C:20]4[CH:19]=[C:18]([O:21][CH:22]([CH3:23])[CH3:24])[C:17]([O:25][CH3:26])=[CH:16][C:15]=4[CH2:14][CH2:13][N:12]3[C:27]=2[C:28](=[O:29])[N:4]([CH:1]([CH3:2])[CH3:3])[CH2:5][CH2:6]1)(=[O:38])[CH2:36][CH3:37].